Dataset: Reaction yield outcomes from USPTO patents with 853,638 reactions. Task: Predict the reaction yield, written as a fraction of the theoretical maximum amount of product (1.0 means a 100% yield; for example, 0.34 means a 34% yield). The reactants are [CH3:1][C:2]1([CH3:24])[CH2:23][N:6]2[C:7]3[CH:8]=[CH:9][C:10]([C:19]([O:21]C)=[O:20])=[CH:11][C:12]=3[C:13]3([O:18][CH2:17][CH2:16][CH2:15][O:14]3)[C:5]2=[N:4][CH2:3]1.CCO.[OH-].[Na+].O. The catalyst is C1COCC1. The product is [CH3:1][C:2]1([CH3:24])[CH2:23][N:6]2[C:7]3[CH:8]=[CH:9][C:10]([C:19]([OH:21])=[O:20])=[CH:11][C:12]=3[C:13]3([O:14][CH2:15][CH2:16][CH2:17][O:18]3)[C:5]2=[N:4][CH2:3]1. The yield is 0.500.